Dataset: Full USPTO retrosynthesis dataset with 1.9M reactions from patents (1976-2016). Task: Predict the reactants needed to synthesize the given product. Given the product [CH2:1]([O:3][C:4](=[O:34])[CH:5]([C:10]1[CH:11]=[C:12]([C:24]2[CH:25]=[CH:26][C:27]([C:30]([F:32])([F:33])[F:31])=[CH:28][CH:29]=2)[CH:13]=[C:14]([C:41]2[CH:40]=[CH:39][CH:38]=[C:37]([C:36]([F:35])([F:52])[F:53])[N:42]=2)[CH:15]=1)[CH2:6][CH:7]([CH3:9])[CH3:8])[CH3:2], predict the reactants needed to synthesize it. The reactants are: [CH2:1]([O:3][C:4](=[O:34])[CH:5]([C:10]1[CH:11]=[C:12]([C:24]2[CH:29]=[CH:28][C:27]([C:30]([F:33])([F:32])[F:31])=[CH:26][CH:25]=2)[CH:13]=[C:14](OS(C(F)(F)F)(=O)=O)[CH:15]=1)[CH2:6][CH:7]([CH3:9])[CH3:8])[CH3:2].[F:35][C:36]([F:53])([F:52])[C:37]1[N:42]=[C:41](B2OC(C)(C)C(C)(C)O2)[CH:40]=[CH:39][CH:38]=1.C([O-])([O-])=O.[Na+].[Na+].